Dataset: Full USPTO retrosynthesis dataset with 1.9M reactions from patents (1976-2016). Task: Predict the reactants needed to synthesize the given product. Given the product [C:8]([C@H:12]1[CH2:17][CH2:16][C@H:15]([O:18][C:19]2[CH:20]=[C:21]3[C:26](=[CH:27][CH:28]=2)[N:25]=[C:24]([CH2:29][NH:40][CH2:39][CH2:38][C:37]([O:36][C:32]([CH3:35])([CH3:34])[CH3:33])=[O:41])[CH:23]=[CH:22]3)[CH2:14][CH2:13]1)([CH3:11])([CH3:10])[CH3:9], predict the reactants needed to synthesize it. The reactants are: C(N(CC)CC)C.[C:8]([C@H:12]1[CH2:17][CH2:16][C@H:15]([O:18][C:19]2[CH:20]=[C:21]3[C:26](=[CH:27][CH:28]=2)[N:25]=[C:24]([CH:29]=O)[CH:23]=[CH:22]3)[CH2:14][CH2:13]1)([CH3:11])([CH3:10])[CH3:9].Cl.[C:32]([O:36][C:37](=[O:41])[CH2:38][CH2:39][NH2:40])([CH3:35])([CH3:34])[CH3:33].ClCCCl.C(O[BH-](OC(=O)C)OC(=O)C)(=O)C.[Na+].